From a dataset of Full USPTO retrosynthesis dataset with 1.9M reactions from patents (1976-2016). Predict the reactants needed to synthesize the given product. Given the product [CH2:1]([N:8]1[CH2:13][CH2:12][NH:11][CH2:10][CH:9]1[C:14]1[N:19]=[C:18]([CH:20]2[CH2:25][NH:24][CH2:23][CH2:22][N:21]2[CH2:26][C:27]2[CH:32]=[CH:31][CH:30]=[CH:29][CH:28]=2)[CH:17]=[C:16]([NH:34][NH2:35])[N:15]=1)[C:2]1[CH:7]=[CH:6][CH:5]=[CH:4][CH:3]=1, predict the reactants needed to synthesize it. The reactants are: [CH2:1]([N:8]1[CH2:13][CH2:12][NH:11][CH2:10][CH:9]1[C:14]1[N:19]=[C:18]([CH:20]2[CH2:25][NH:24][CH2:23][CH2:22][N:21]2[CH2:26][C:27]2[CH:32]=[CH:31][CH:30]=[CH:29][CH:28]=2)[CH:17]=[C:16](Cl)[N:15]=1)[C:2]1[CH:7]=[CH:6][CH:5]=[CH:4][CH:3]=1.[NH2:34][NH2:35].